Dataset: Full USPTO retrosynthesis dataset with 1.9M reactions from patents (1976-2016). Task: Predict the reactants needed to synthesize the given product. (1) Given the product [F:1][C:2]1[CH:7]=[CH:6][C:5]([F:8])=[CH:4][C:3]=1[C:9]1[CH2:13][N:12]([C:14]([N:16]([C@H:20]2[CH2:19][CH2:33][N:32]([CH3:38])[CH2:31][C@H:30]2[F:29])[CH3:17])=[O:15])[C@H:11]([C:46]2[CH:47]=[CH:48][CH:40]=[CH:39][CH:50]=2)[CH:10]=1, predict the reactants needed to synthesize it. The reactants are: [F:1][C:2]1[CH:7]=[CH:6][C:5]([F:8])=[CH:4][C:3]=1[C:9]1[CH2:13][N:12]([C:14]([N:16]2[CH:20]=[CH:19][N+](C)=[CH:17]2)=[O:15])[C@H:11](C2C=CC=CC=2)[CH:10]=1.Cl.[F:29][C@H:30]1[C@@H](NC)C[CH2:33][N:32]([CH3:38])[CH2:31]1.[CH2:39](N(CC)CC)[CH3:40].[CH2:46]1[CH2:50]O[CH2:48][CH2:47]1. (2) Given the product [OH:1][C@H:2]1[CH2:6][CH2:5][CH2:4][C@H:3]1[O:7][C:8]1[CH:15]=[CH:14][C:11]([CH:12]=[C:17]([C:16]#[N:20])[C:18]#[N:19])=[CH:10][CH:9]=1, predict the reactants needed to synthesize it. The reactants are: [OH:1][C@H:2]1[CH2:6][CH2:5][CH2:4][C@H:3]1[O:7][C:8]1[CH:15]=[CH:14][C:11]([CH:12]=O)=[CH:10][CH:9]=1.[C:16](#[N:20])[CH2:17][C:18]#[N:19].CN1CCOCC1. (3) Given the product [CH2:1]([O:3][C:4]([C:6]1([C:32]2[CH:33]=[N:34][CH:35]=[C:30]([Cl:29])[N:31]=2)[CH2:11][CH2:10][CH2:9][N:8]([C:12]([O:14][C:15]([CH3:17])([CH3:16])[CH3:18])=[O:13])[CH2:7]1)=[O:5])[CH3:2], predict the reactants needed to synthesize it. The reactants are: [CH2:1]([O:3][C:4]([CH:6]1[CH2:11][CH2:10][CH2:9][N:8]([C:12]([O:14][C:15]([CH3:18])([CH3:17])[CH3:16])=[O:13])[CH2:7]1)=[O:5])[CH3:2].C[Si]([N-][Si](C)(C)C)(C)C.[Na+].[Cl:29][C:30]1[CH:35]=[N:34][CH:33]=[C:32](Cl)[N:31]=1. (4) Given the product [CH3:29][C:17]1[CH:16]=[C:15]([NH:14][C:12]2[N:11]=[CH:10][N:9]=[C:8]3[NH:7][N:6]=[C:5]([O:4][CH2:3][CH2:2][N:34]4[CH2:35][CH2:36][CH:31]([OH:30])[CH2:32][CH2:33]4)[C:13]=23)[CH:20]=[CH:19][C:18]=1[O:21][CH2:22][C:23]1[CH:28]=[CH:27][CH:26]=[CH:25][N:24]=1, predict the reactants needed to synthesize it. The reactants are: Cl[CH2:2][CH2:3][O:4][C:5]1[C:13]2[C:8](=[N:9][CH:10]=[N:11][C:12]=2[NH:14][C:15]2[CH:20]=[CH:19][C:18]([O:21][CH2:22][C:23]3[CH:28]=[CH:27][CH:26]=[CH:25][N:24]=3)=[C:17]([CH3:29])[CH:16]=2)[NH:7][N:6]=1.[OH:30][CH:31]1[CH2:36][CH2:35][NH:34][CH2:33][CH2:32]1. (5) Given the product [Br:1][C:11]1[C:10]2[N:6]([CH2:5][C:4]([CH3:17])([CH3:16])[CH3:3])[N:7]=[N:8][C:9]=2[CH:14]=[CH:13][C:12]=1[OH:15].[Br:1][C:29]1[C:24]2[N:23]=[N:22][N:21]([CH2:20][C:19]([CH3:32])([CH3:31])[CH3:18])[C:25]=2[CH:26]=[CH:27][C:28]=1[OH:30], predict the reactants needed to synthesize it. The reactants are: [Br:1]Br.[CH3:3][C:4]([CH3:17])([CH3:16])[CH2:5][N:6]1[C:10]2[CH:11]=[C:12]([OH:15])[CH:13]=[CH:14][C:9]=2[N:8]=[N:7]1.[CH3:18][C:19]([CH3:32])([CH3:31])[CH2:20][N:21]1[C:25]2[CH:26]=[CH:27][C:28]([OH:30])=[CH:29][C:24]=2[N:23]=[N:22]1. (6) Given the product [F:26][CH:2]([F:1])[O:3][C:4]1[CH:9]=[CH:8][C:7]([C:10]2[CH:11]=[N:12][C:13]([NH:16][C:17]3[CH:18]=[N:19][CH:20]=[C:21]([CH:25]=3)[C:22]([N:70]3[CH2:69][CH2:68][N:67]([C:60]([O:62][C:63]([CH3:66])([CH3:65])[CH3:64])=[O:61])[CH2:72][CH2:71]3)=[O:24])=[N:14][CH:15]=2)=[CH:6][CH:5]=1, predict the reactants needed to synthesize it. The reactants are: [F:1][CH:2]([F:26])[O:3][C:4]1[CH:9]=[CH:8][C:7]([C:10]2[CH:11]=[N:12][C:13]([NH:16][C:17]3[CH:18]=[N:19][CH:20]=[C:21]([CH:25]=3)[C:22]([OH:24])=O)=[N:14][CH:15]=2)=[CH:6][CH:5]=1.CN(C(ON1N=NC2C=CC=NC1=2)=[N+](C)C)C.F[P-](F)(F)(F)(F)F.CCN(C(C)C)C(C)C.[C:60]([N:67]1[CH2:72][CH2:71][NH:70][CH2:69][CH2:68]1)([O:62][C:63]([CH3:66])([CH3:65])[CH3:64])=[O:61]. (7) Given the product [Cl:1][C:2]1[CH:7]=[CH:6][C:5]([CH:8]2[N:25]([C:19]3[CH:20]=[CH:21][C:22]([Cl:24])=[CH:23][C:18]=3[Cl:17])[N:26]=[C:10]([C:11]([OH:13])=[O:12])[CH:9]2[CH3:15])=[CH:4][CH:3]=1, predict the reactants needed to synthesize it. The reactants are: [Cl:1][C:2]1[CH:7]=[CH:6][C:5]([CH:8]=[C:9]([CH3:15])[C:10](=O)[C:11]([OH:13])=[O:12])=[CH:4][CH:3]=1.Cl.[Cl:17][C:18]1[CH:23]=[C:22]([Cl:24])[CH:21]=[CH:20][C:19]=1[NH:25][NH2:26]. (8) Given the product [CH3:12][O:13][C:14](=[O:41])[C:15]1[CH:20]=[CH:19][CH:18]=[CH:17][C:16]=1[N:21]1[C:25]([CH3:26])=[CH:24][C:23]([C:27](=[O:39])[NH:28][C:29]2[CH:34]=[CH:33][C:32]([S:35]([CH3:38])(=[O:37])=[O:36])=[CH:31][CH:30]=2)=[C:22]1[CH3:40].[CH3:38][S:35]([C:32]1[CH:31]=[CH:30][C:29]([NH:28][C:27]([C:23]2[CH:24]=[C:25]([CH3:26])[N:21]([C:16]3[CH:17]=[CH:18][CH:19]=[CH:20][C:15]=3[C:14]([OH:41])=[O:13])[C:22]=2[CH3:40])=[O:39])=[CH:34][CH:33]=1)(=[O:37])=[O:36], predict the reactants needed to synthesize it. The reactants are: C(OC)(=O)C1C(=CC=CC=1)N.[CH3:12][O:13][C:14](=[O:41])[C:15]1[CH:20]=[CH:19][CH:18]=[CH:17][C:16]=1[N:21]1[C:25]([CH3:26])=[CH:24][C:23]([C:27](=[O:39])[NH:28][C:29]2[CH:34]=[CH:33][C:32]([S:35]([CH3:38])(=[O:37])=[O:36])=[CH:31][CH:30]=2)=[C:22]1[CH3:40].[Li+].[OH-]. (9) Given the product [CH3:1][O:2][C:3]([C:5]1[CH:23]=[CH:22][C:8]2[C:9]3[NH:10][C:11]4[C:16]([C:17]=3[CH2:18][CH2:19][C:7]=2[CH:6]=1)=[CH:15][CH:14]=[C:13]([C:27]1[CH:28]=[C:29]([CH3:35])[C:30]([O:31][CH2:32][CH2:33][CH3:34])=[C:25]([CH3:24])[CH:26]=1)[C:12]=4[F:21])=[O:4], predict the reactants needed to synthesize it. The reactants are: [CH3:1][O:2][C:3]([C:5]1[CH:23]=[CH:22][C:8]2[C:9]3[NH:10][C:11]4[C:16]([C:17]=3[CH2:18][CH2:19][C:7]=2[CH:6]=1)=[CH:15][CH:14]=[C:13](Cl)[C:12]=4[F:21])=[O:4].[CH3:24][C:25]1[CH:26]=[C:27](B2OC(C)(C)C(C)(C)O2)[CH:28]=[C:29]([CH3:35])[C:30]=1[O:31][CH2:32][CH2:33][CH3:34].